Dataset: Catalyst prediction with 721,799 reactions and 888 catalyst types from USPTO. Task: Predict which catalyst facilitates the given reaction. Reactant: C([NH:4][C@:5]1([C:22](NC(C)(C)C)=[O:23])[C@@H:9]([CH2:10][CH2:11][CH2:12][B:13]2[O:17]C(C)(C)C(C)(C)[O:14]2)[CH2:8][NH:7][CH2:6]1)(=O)C.[N:29]1[CH:34]=[CH:33][CH:32]=[CH:31][C:30]=1[CH:35]=O.S([O-])([O-])(=O)=[O:38].[Na+].[Na+].C(O)(=O)C.C(O[BH-](OC(=O)C)OC(=O)C)(=O)C.[Na+].C(=O)([O-])[O-].[Na+].[Na+]. Product: [NH2:4][C@:5]1([C:22]([OH:23])=[O:38])[C@@H:9]([CH2:10][CH2:11][CH2:12][B:13]([OH:14])[OH:17])[CH2:8][N:7]([CH2:35][C:30]2[CH:31]=[CH:32][CH:33]=[CH:34][N:29]=2)[CH2:6]1. The catalyst class is: 26.